Dataset: Full USPTO retrosynthesis dataset with 1.9M reactions from patents (1976-2016). Task: Predict the reactants needed to synthesize the given product. Given the product [CH:21]1([NH:27][C:28]2[N:6]3[N:5]=[CH:4][C:3]([C:7]#[N:8])=[C:2]3[NH:1][C:13]=2[C:12]2[CH:15]=[CH:16][C:17]([O:19][CH3:20])=[CH:18][C:11]=2[O:10][CH3:9])[CH2:26][CH2:25][CH2:24][CH2:23][CH2:22]1, predict the reactants needed to synthesize it. The reactants are: [NH2:1][C:2]1[NH:6][N:5]=[CH:4][C:3]=1[C:7]#[N:8].[CH3:9][O:10][C:11]1[CH:18]=[C:17]([O:19][CH3:20])[CH:16]=[CH:15][C:12]=1[CH:13]=O.[CH:21]1([N+:27]#[C-:28])[CH2:26][CH2:25][CH2:24][CH2:23][CH2:22]1.Cl(O)(=O)(=O)=O.